Task: Regression. Given a peptide amino acid sequence and an MHC pseudo amino acid sequence, predict their binding affinity value. This is MHC class I binding data.. Dataset: Peptide-MHC class I binding affinity with 185,985 pairs from IEDB/IMGT (1) The peptide sequence is FQAGWEDPT. The MHC is HLA-B57:01 with pseudo-sequence HLA-B57:01. The binding affinity (normalized) is 0.0847. (2) The peptide sequence is AYHPQQFIY. The MHC is HLA-A29:02 with pseudo-sequence HLA-A29:02. The binding affinity (normalized) is 0.390. (3) The MHC is HLA-A02:06 with pseudo-sequence HLA-A02:06. The peptide sequence is YLYIMRVMA. The binding affinity (normalized) is 0.292.